From a dataset of Full USPTO retrosynthesis dataset with 1.9M reactions from patents (1976-2016). Predict the reactants needed to synthesize the given product. (1) Given the product [CH2:1]([C@H:8]1[CH2:9][N:10]([C:14]2[CH:19]=[CH:18][C:17]([O:20][CH3:21])=[C:16]([O:22][CH:23]3[CH2:27][CH2:26][CH2:25][CH2:24]3)[CH:15]=2)[CH2:11][CH2:12][N:13]1[C:34]([CH:32]1[CH2:31][NH:30][C:29](=[O:28])[NH:33]1)=[O:35])[C:2]1[CH:3]=[CH:4][CH:5]=[CH:6][CH:7]=1, predict the reactants needed to synthesize it. The reactants are: [CH2:1]([C@@H:8]1[NH:13][CH2:12][CH2:11][N:10]([C:14]2[CH:19]=[CH:18][C:17]([O:20][CH3:21])=[C:16]([O:22][CH:23]3[CH2:27][CH2:26][CH2:25][CH2:24]3)[CH:15]=2)[CH2:9]1)[C:2]1[CH:7]=[CH:6][CH:5]=[CH:4][CH:3]=1.[O:28]=[C:29]1[NH:33][CH:32]([C:34](O)=[O:35])[CH2:31][NH:30]1.C(N(C(C)C)CC)(C)C.C1CN([P+](ON2N=NC3C=CC=CC2=3)(N2CCCC2)N2CCCC2)CC1.F[P-](F)(F)(F)(F)F. (2) Given the product [NH2:1][C:2]1[C:7]([C:8]2[CH:13]=[CH:12][C:11]([C:14]([O:16][CH3:17])=[O:15])=[C:10]([F:18])[CH:9]=2)=[N:6][C:5]([C:19]2[CH2:20][CH2:21][CH2:22][NH:23][CH:24]=2)=[CH:4][N:3]=1, predict the reactants needed to synthesize it. The reactants are: [NH2:1][C:2]1[N:3]=[CH:4][C:5]([C:19]2[CH2:20][CH2:21][CH2:22][N:23](C(OC(C)(C)C)=O)[CH:24]=2)=[N:6][C:7]=1[C:8]1[CH:13]=[CH:12][C:11]([C:14]([O:16][CH3:17])=[O:15])=[C:10]([F:18])[CH:9]=1.C(O)(C(F)(F)F)=O.